This data is from Reaction yield outcomes from USPTO patents with 853,638 reactions. The task is: Predict the reaction yield, written as a fraction of the theoretical maximum amount of product (1.0 means a 100% yield; for example, 0.34 means a 34% yield). (1) The reactants are [F:1][C:2]1[CH:11]=[C:10]2[C:5]([CH:6]=[CH:7][C:8](=[O:28])[N:9]2[CH2:12][CH2:13][N:14]2[CH2:19][CH2:18][CH:17]([NH:20]C(=O)OC(C)(C)C)[CH2:16][CH2:15]2)=[CH:4][CH:3]=1. The catalyst is C(Cl)(Cl)Cl.Cl.CO. The product is [NH2:20][CH:17]1[CH2:18][CH2:19][N:14]([CH2:13][CH2:12][N:9]2[C:10]3[C:5](=[CH:4][CH:3]=[C:2]([F:1])[CH:11]=3)[CH:6]=[CH:7][C:8]2=[O:28])[CH2:15][CH2:16]1. The yield is 0.640. (2) The reactants are ClC1C=CC=C(C(OO)=[O:9])C=1.C1(C)C=CC=CC=1.[CH3:19][C:20]1[C:25]([CH3:26])=[CH:24][C:23]([CH3:27])=[C:22]([CH2:28][C:29]([CH3:31])=[CH2:30])[C:21]=1[OH:32].O. The catalyst is C(OCC)(=O)C. The product is [CH3:30][C:29]1([CH2:31][OH:9])[CH2:28][C:22]2[C:23]([CH3:27])=[CH:24][C:25]([CH3:26])=[C:20]([CH3:19])[C:21]=2[O:32]1. The yield is 0.390. (3) The reactants are [F:1][C:2]([F:13])([F:12])[C:3]1[N:8]=[CH:7][C:6](B(O)O)=[CH:5][CH:4]=1.Br[C:15]1[N:20]=[C:19]([CH:21]=[O:22])[C:18]([F:23])=[CH:17][CH:16]=1. The catalyst is C1C=CC([P]([Pd]([P](C2C=CC=CC=2)(C2C=CC=CC=2)C2C=CC=CC=2)([P](C2C=CC=CC=2)(C2C=CC=CC=2)C2C=CC=CC=2)[P](C2C=CC=CC=2)(C2C=CC=CC=2)C2C=CC=CC=2)(C2C=CC=CC=2)C2C=CC=CC=2)=CC=1. The product is [F:23][C:18]1[CH:17]=[CH:16][C:15]([C:6]2[CH:7]=[N:8][C:3]([C:2]([F:13])([F:12])[F:1])=[CH:4][CH:5]=2)=[N:20][C:19]=1[CH:21]=[O:22]. The yield is 0.695. (4) The reactants are [Cl:1][C:2]1[CH:26]=[CH:25][C:5]([CH2:6][C:7]2[C:11]([C:12]#[N:13])=[C:10]([C:14]3[CH2:15][CH2:16][O:17][CH2:18][CH:19]=3)[S:9][C:8]=2[C:20]([O:22]CC)=[O:21])=[CH:4][CH:3]=1.O1CCCC1.[OH-].[Na+].CO. No catalyst specified. The product is [Cl:1][C:2]1[CH:26]=[CH:25][C:5]([CH2:6][C:7]2[C:11]([C:12]#[N:13])=[C:10]([C:14]3[CH2:15][CH2:16][O:17][CH2:18][CH:19]=3)[S:9][C:8]=2[C:20]([OH:22])=[O:21])=[CH:4][CH:3]=1. The yield is 0.630. (5) The reactants are [CH3:1][O:2][C:3]1[CH:4]=[C:5]([C:13](=[O:15])[CH3:14])[CH:6]=[C:7]([O:11][CH3:12])[C:8]=1[O:9][CH3:10].[CH3:16][O:17][C:18]1[CH:19]=[C:20]([C:28]2[CH:32]=[C:31]([CH:33]=O)[NH:30][N:29]=2)[CH:21]=[C:22]([O:26][CH3:27])[C:23]=1[O:24][CH3:25].[OH-].[Na+]. The catalyst is C(O)C.C(OCC)(=O)C.CCCCCC. The product is [CH3:12][O:11][C:7]1[CH:6]=[C:5]([C:13](=[O:15])/[CH:14]=[CH:33]/[C:31]2[NH:30][N:29]=[C:28]([C:20]3[CH:19]=[C:18]([O:17][CH3:16])[C:23]([O:24][CH3:25])=[C:22]([O:26][CH3:27])[CH:21]=3)[CH:32]=2)[CH:4]=[C:3]([O:2][CH3:1])[C:8]=1[O:9][CH3:10]. The yield is 0.627. (6) No catalyst specified. The yield is 0.700. The reactants are F[C:2]1[CH:9]=[CH:8][C:5]([C:6]#[N:7])=[C:4]([NH:10][CH:11]2[CH2:16][CH2:15][CH:14]([OH:17])[CH2:13][CH2:12]2)[CH:3]=1.[NH2:18][NH2:19]. The product is [NH:18]([C:2]1[CH:9]=[CH:8][C:5]([C:6]#[N:7])=[C:4]([NH:10][CH:11]2[CH2:16][CH2:15][CH:14]([OH:17])[CH2:13][CH2:12]2)[CH:3]=1)[NH2:19].